This data is from Buchwald-Hartwig C-N cross coupling reaction yields with 55,370 reactions. The task is: Predict the reaction yield, written as a fraction of the theoretical maximum amount of product (1.0 means a 100% yield; for example, 0.34 means a 34% yield). (1) The reactants are Ic1cccnc1.Cc1ccc(N)cc1.O=S(=O)(O[Pd]1c2ccccc2-c2ccccc2N~1)C(F)(F)F.CC(C)c1cc(C(C)C)c(-c2ccccc2P(C2CCCCC2)C2CCCCC2)c(C(C)C)c1.CCN=P(N=P(N(C)C)(N(C)C)N(C)C)(N(C)C)N(C)C.Cc1cc(-n2cccc2)no1. No catalyst specified. The product is Cc1ccc(Nc2cccnc2)cc1. The yield is 0.751. (2) The reactants are Brc1cccnc1.Cc1ccc(N)cc1.O=S(=O)(O[Pd]1c2ccccc2-c2ccccc2N~1)C(F)(F)F.CC(C)c1cc(C(C)C)c(-c2ccccc2P(C2CCCCC2)C2CCCCC2)c(C(C)C)c1.CN1CCCN2CCCN=C12.c1ccc(-c2ccno2)cc1. No catalyst specified. The product is Cc1ccc(Nc2cccnc2)cc1. The yield is 0.142. (3) The reactants are FC(F)(F)c1ccc(Br)cc1.Cc1ccc(N)cc1.O=S(=O)(O[Pd]1c2ccccc2-c2ccccc2N~1)C(F)(F)F.CC(C)c1cc(C(C)C)c(-c2ccccc2P(C2CCCCC2)C2CCCCC2)c(C(C)C)c1.CN(C)C(=NC(C)(C)C)N(C)C.c1ccc(CN(Cc2ccccc2)c2ccon2)cc1. No catalyst specified. The product is Cc1ccc(Nc2ccc(C(F)(F)F)cc2)cc1. The yield is 0.308. (4) The reactants are FC(F)(F)c1ccc(Br)cc1.Cc1ccc(N)cc1.O=S(=O)(O[Pd]1c2ccccc2-c2ccccc2N~1)C(F)(F)F.COc1ccc(OC)c(P([C@]23C[C@H]4C[C@H](C[C@H](C4)C2)C3)[C@]23C[C@H]4C[C@H](C[C@H](C4)C2)C3)c1-c1c(C(C)C)cc(C(C)C)cc1C(C)C.CN(C)C(=NC(C)(C)C)N(C)C.CCOC(=O)c1cnoc1C. No catalyst specified. The product is Cc1ccc(Nc2ccc(C(F)(F)F)cc2)cc1. The yield is 0.0384.